Dataset: Catalyst prediction with 721,799 reactions and 888 catalyst types from USPTO. Task: Predict which catalyst facilitates the given reaction. (1) Reactant: [NH2:1][C:2]1[CH:10]=[C:9]([O:11][CH3:12])[CH:8]=[C:7]([O:13][CH3:14])[C:3]=1[C:4]([NH2:6])=[O:5].[CH3:15][O:16][C:17]1[CH:18]=[C:19]([CH:22]=[CH:23][CH:24]=1)[CH:20]=O.OS([O-])=O.[Na+].CC1C=CC(S(O)(=O)=O)=CC=1.O. Product: [CH3:14][O:13][C:7]1[CH:8]=[C:9]([O:11][CH3:12])[CH:10]=[C:2]2[C:3]=1[C:4](=[O:5])[NH:6][C:20]([C:19]1[CH:22]=[CH:23][CH:24]=[C:17]([O:16][CH3:15])[CH:18]=1)=[N:1]2. The catalyst class is: 474. (2) Reactant: [CH3:1][C:2]1[CH:7]=[CH:6][C:5]([N+:8]([O-:10])=[O:9])=[CH:4][C:3]=1[OH:11].Br[CH:13]1[CH2:17][CH2:16][CH2:15][CH2:14]1.C([O-])([O-])=O.[K+].[K+]. Product: [CH:13]1([O:11][C:3]2[CH:4]=[C:5]([N+:8]([O-:10])=[O:9])[CH:6]=[CH:7][C:2]=2[CH3:1])[CH2:17][CH2:16][CH2:15][CH2:14]1. The catalyst class is: 10. (3) Reactant: [CH3:1][O:2][C:3]1[CH:4]=[C:5]([CH:21]=[CH:22][C:23]=1[O:24][CH2:25][C:26]1[N:27]=[C:28]([N:31]2[CH2:36][CH2:35][CH2:34][CH2:33][CH2:32]2)[S:29][CH:30]=1)[CH2:6][O:7][C:8]1[C:12]([CH:13]=O)=[CH:11][N:10]([C:15]2[CH:20]=[CH:19][CH:18]=[CH:17][CH:16]=2)[N:9]=1.[Cl-].[CH2:38]([C:40]1[S:41][CH:42]=[C:43]([CH2:45][P+](C2C=CC=CC=2)(C2C=CC=CC=2)C2C=CC=CC=2)[N:44]=1)[CH3:39].C(=O)([O-])[O-].[K+].[K+].CN(C)C=O. Product: [CH2:38]([C:40]1[S:41][CH:42]=[C:43](/[CH:45]=[CH:13]\[C:12]2[C:8]([O:7][CH2:6][C:5]3[CH:21]=[CH:22][C:23]([O:24][CH2:25][C:26]4[N:27]=[C:28]([N:31]5[CH2:36][CH2:35][CH2:34][CH2:33][CH2:32]5)[S:29][CH:30]=4)=[C:3]([O:2][CH3:1])[CH:4]=3)=[N:9][N:10]([C:15]3[CH:20]=[CH:19][CH:18]=[CH:17][CH:16]=3)[CH:11]=2)[N:44]=1)[CH3:39]. The catalyst class is: 6. (4) Product: [Cl:1][C:2]1[CH:3]=[C:4]([NH:8][C:9]2[O:13][C:12]([C:14]3[CH:19]=[CH:18][C:17]([O:20][C:32]4[N:37]=[C:36]([NH2:38])[N:35]=[C:34]([NH2:39])[CH:33]=4)=[CH:16][CH:15]=3)=[N:11][N:10]=2)[CH:5]=[CH:6][CH:7]=1. Reactant: [Cl:1][C:2]1[CH:3]=[C:4]([NH:8][C:9]2[O:13][C:12]([C:14]3[CH:19]=[CH:18][C:17]([OH:20])=[CH:16][CH:15]=3)=[N:11][N:10]=2)[CH:5]=[CH:6][CH:7]=1.C[Si]([N-][Si](C)(C)C)(C)C.[K+].Cl[C:32]1[N:37]=[C:36]([NH2:38])[N:35]=[C:34]([NH2:39])[CH:33]=1.C([O-])([O-])=O.[K+].[K+]. The catalyst class is: 121. (5) Reactant: [C:1]1([N:7]2[C:12]3[CH:13]=[CH:14][CH:15]=[CH:16][C:11]=3[CH2:10][CH2:9][S:8]2(=[O:18])=[O:17])[CH:6]=[CH:5][CH:4]=[CH:3][CH:2]=1.C[Si]([N-][Si](C)(C)C)(C)C.[Li+].[CH2:29](Br)[CH:30]=[CH2:31]. Product: [CH2:31]([CH:9]1[S:8](=[O:17])(=[O:18])[N:7]([C:1]2[CH:2]=[CH:3][CH:4]=[CH:5][CH:6]=2)[C:12]2[CH:13]=[CH:14][CH:15]=[CH:16][C:11]=2[CH2:10]1)[CH:30]=[CH2:29]. The catalyst class is: 7. (6) Reactant: [O:1]([C:8]1[CH:9]=[C:10]([CH:25]=[CH:26][CH:27]=1)[CH2:11][NH:12][C:13]1[CH:18]=[CH:17][C:16]([C@@H:19]2[CH2:21][C@H:20]2[C:22]([OH:24])=O)=[CH:15][CH:14]=1)[C:2]1[CH:7]=[CH:6][CH:5]=[CH:4][CH:3]=1.CN(C(ON1N=NC2C=CC=NC1=2)=[N+](C)C)C.F[P-](F)(F)(F)(F)F.[CH3:52][O:53][C:54]1[CH:61]=[CH:60][C:57]([CH2:58][NH2:59])=[CH:56][CH:55]=1. Product: [CH3:52][O:53][C:54]1[CH:61]=[CH:60][C:57]([CH2:58][NH:59][C:22]([C@@H:20]2[CH2:21][C@H:19]2[C:16]2[CH:17]=[CH:18][C:13]([NH:12][CH2:11][C:10]3[CH:25]=[CH:26][CH:27]=[C:8]([O:1][C:2]4[CH:3]=[CH:4][CH:5]=[CH:6][CH:7]=4)[CH:9]=3)=[CH:14][CH:15]=2)=[O:24])=[CH:56][CH:55]=1. The catalyst class is: 139.